This data is from Reaction yield outcomes from USPTO patents with 853,638 reactions. The task is: Predict the reaction yield, written as a fraction of the theoretical maximum amount of product (1.0 means a 100% yield; for example, 0.34 means a 34% yield). (1) The reactants are C(P(C(C)(C)C)C(C)(C)C)(C)(C)C.CCCCCC.Br[C:21]1[CH:22]=[C:23]2[C:28](=[CH:29][CH:30]=1)[N:27]([CH2:31][CH2:32][N:33]([CH3:37])[CH2:34][CH2:35][OH:36])[CH2:26][CH2:25][CH2:24]2.C[Si]([N-:42][Si](C)(C)C)(C)C.[Li+]. The catalyst is C1COCC1.C1C=CC(/C=C/C(/C=C/C2C=CC=CC=2)=O)=CC=1.C1C=CC(/C=C/C(/C=C/C2C=CC=CC=2)=O)=CC=1.C1C=CC(/C=C/C(/C=C/C2C=CC=CC=2)=O)=CC=1.[Pd].[Pd]. The product is [NH2:42][C:21]1[CH:22]=[C:23]2[C:28](=[CH:29][CH:30]=1)[N:27]([CH2:31][CH2:32][N:33]([CH3:37])[CH2:34][CH2:35][OH:36])[CH2:26][CH2:25][CH2:24]2. The yield is 0.434. (2) The reactants are [S:1]1[CH:5]=[CH:4][C:3]([N:6]2[C:14]3[C:9](=[CH:10][CH:11]=[CH:12][CH:13]=3)[C:8](=O)[C:7]2=[O:16])=[CH:2]1.[NH2:17][C:18]1[CH:23]=[CH:22][C:21]([CH3:24])=[CH:20][CH:19]=1. The catalyst is CC(O)=O.CO. The product is [CH3:24][C:21]1[CH:22]=[CH:23][C:18](/[N:17]=[C:8]2/[C:7](=[O:16])[N:6]([C:3]3[CH:4]=[CH:5][S:1][CH:2]=3)[C:14]3[C:9]/2=[CH:10][CH:11]=[CH:12][CH:13]=3)=[CH:19][CH:20]=1. The yield is 0.500. (3) The reactants are [NH2:1][C:2]1[C:17]([O:18][CH2:19][C:20]2[CH:25]=[CH:24][CH:23]=[CH:22][CH:21]=2)=[CH:16][C:15]([I:26])=[CH:14][C:3]=1[C:4]([O:6]CC1C=CC=CC=1)=[O:5].CO.O.[OH-].[Li+]. The catalyst is O. The product is [NH2:1][C:2]1[C:17]([O:18][CH2:19][C:20]2[CH:21]=[CH:22][CH:23]=[CH:24][CH:25]=2)=[CH:16][C:15]([I:26])=[CH:14][C:3]=1[C:4]([OH:6])=[O:5]. The yield is 0.950. (4) The reactants are I([O-])(=O)(=O)=[O:2].[Na+].[CH2:7]([C:10]1[CH:11]=[C:12]2[C:16](=[CH:17][CH:18]=1)[N:15]([CH2:19][C:20]1[CH:25]=[CH:24][CH:23]=[C:22]([O:26][CH3:27])[CH:21]=1)[C:14]([C:28]([O:30][CH2:31][CH3:32])=[O:29])=[C:13]2[C:33]1[CH:38]=[CH:37][CH:36]=[C:35]([O:39][CH2:40][CH:41]2[CH2:43][CH2:42]2)[CH:34]=1)[CH:8]=C. The catalyst is O1CCCC1.O.[Os](=O)(=O)(=O)=O. The product is [CH:41]1([CH2:40][O:39][C:35]2[CH:34]=[C:33]([C:13]3[C:12]4[C:16](=[CH:8][CH:7]=[C:10]([CH2:18][CH:17]=[O:2])[CH:11]=4)[N:15]([CH2:19][C:20]4[CH:25]=[CH:24][CH:23]=[C:22]([O:26][CH3:27])[CH:21]=4)[C:14]=3[C:28]([O:30][CH2:31][CH3:32])=[O:29])[CH:38]=[CH:37][CH:36]=2)[CH2:43][CH2:42]1. The yield is 0.470. (5) The reactants are ClC1N=[C:9](Cl)[CH:8]=[CH:7][C:3]=1[C:4](N)=O.[Cl:12][C:13]1[CH:21]=[CH:20][C:16]([C:17]([NH2:19])=[O:18])=[C:15]([NH:22][CH2:23][CH2:24][O:25][CH3:26])[N:14]=1.[CH2:27](N(CC)CC)C. The catalyst is C(#N)C. The product is [CH2:26]([O:25][CH2:24][CH2:23][NH:22][C:15]1[N:14]=[C:13]([Cl:12])[CH:21]=[CH:20][C:16]=1[C:17]([NH2:19])=[O:18])[C:4]1[CH:3]=[CH:7][CH:8]=[CH:9][CH:27]=1. The yield is 0.783. (6) The reactants are Cl[C:2]1[N:11]=[C:10]([NH:12][CH2:13][C:14]([C:22]2[CH:27]=[CH:26][CH:25]=[CH:24][CH:23]=2)([C:16]2[CH:21]=[CH:20][CH:19]=[CH:18][CH:17]=2)[CH3:15])[C:9]2[C:4](=[CH:5][CH:6]=[CH:7][CH:8]=2)[N:3]=1.[CH3:28][S:29]([NH:32][C:33]1[CH:38]=[CH:37][C:36](B(O)O)=[CH:35][CH:34]=1)(=[O:31])=[O:30].C1(C(C2C=CC=CN=2)CNC2C3C(=CC=CC=3)N=C(C3C=CC(NS(C)(=O)=O)=CC=3)N=2)C=CC=CC=1. The catalyst is C(Cl)(Cl)Cl.CO. The product is [C:16]1([C:14]([C:22]2[CH:27]=[CH:26][CH:25]=[CH:24][CH:23]=2)([CH3:15])[CH2:13][NH:12][C:10]2[C:9]3[C:4](=[CH:5][CH:6]=[CH:7][CH:8]=3)[N:3]=[C:2]([C:36]3[CH:35]=[CH:34][C:33]([NH:32][S:29]([CH3:28])(=[O:30])=[O:31])=[CH:38][CH:37]=3)[N:11]=2)[CH:21]=[CH:20][CH:19]=[CH:18][CH:17]=1. The yield is 0.170. (7) The reactants are [CH2:1]([O:8][C:9](=[O:31])[C@@H:10]([NH:18][C:19](=[O:30])[C@@H:20]([NH:22]C(OC(C)(C)C)=O)[CH3:21])[CH2:11][C:12]1[CH:17]=[CH:16][CH:15]=[CH:14][CH:13]=1)[C:2]1[CH:7]=[CH:6][CH:5]=[CH:4][CH:3]=1.FC(F)(F)C(O)=O.C(N(CC)C(C)C)(C)C.[CH3:48][N:49]1[C:57]2[C:52](=[CH:53][CH:54]=[CH:55][CH:56]=2)[CH:51]=[C:50]1[C:58]([OH:60])=O.CN(C(ON1N=NC2C=CC=NC1=2)=[N+](C)C)C.F[P-](F)(F)(F)(F)F. The catalyst is ClCCl. The product is [CH2:1]([O:8][C:9](=[O:31])[C@@H:10]([NH:18][C:19](=[O:30])[C@@H:20]([NH:22][C:58]([C:50]1[N:49]([CH3:48])[C:57]2[C:52]([CH:51]=1)=[CH:53][CH:54]=[CH:55][CH:56]=2)=[O:60])[CH3:21])[CH2:11][C:12]1[CH:13]=[CH:14][CH:15]=[CH:16][CH:17]=1)[C:2]1[CH:3]=[CH:4][CH:5]=[CH:6][CH:7]=1. The yield is 0.740.